This data is from Forward reaction prediction with 1.9M reactions from USPTO patents (1976-2016). The task is: Predict the product of the given reaction. (1) Given the reactants [C:1]([C:3]1[CH:8]=[CH:7][C:6]([CH2:9][CH2:10][CH:11](/[CH:23]=[CH:24]/[C:25]2[CH:30]=[CH:29][CH:28]=[CH:27][C:26]=2[OH:31])[CH2:12][C:13]2[CH:22]=[CH:21][C:16]([C:17]([O:19][CH3:20])=[O:18])=[CH:15][CH:14]=2)=[CH:5][CH:4]=1)#[N:2].C(=O)([O-])[O-].[K+].[K+].[F:38][C:39]([F:45])([F:44])[CH2:40][CH2:41][CH2:42]Br, predict the reaction product. The product is: [C:1]([C:3]1[CH:8]=[CH:7][C:6]([CH2:9][CH2:10][CH:11](/[CH:23]=[CH:24]/[C:25]2[CH:30]=[CH:29][CH:28]=[CH:27][C:26]=2[O:31][CH2:42][CH2:41][CH2:40][C:39]([F:45])([F:44])[F:38])[CH2:12][C:13]2[CH:14]=[CH:15][C:16]([C:17]([O:19][CH3:20])=[O:18])=[CH:21][CH:22]=2)=[CH:5][CH:4]=1)#[N:2]. (2) Given the reactants [CH3:1][C:2]1([CH3:18])[C:6]([CH3:8])([CH3:7])[O:5][B:4]([C:9]2[CH:17]=[CH:16][C:12]([C:13]([OH:15])=O)=[CH:11][CH:10]=2)[O:3]1.C(Cl)CCl.C1C=CC2N(O)N=NC=2C=1.C(N(C(C)C)CC)(C)C.[N:42]1([CH2:47][CH2:48][NH2:49])[CH2:46][CH2:45][CH2:44][CH2:43]1, predict the reaction product. The product is: [N:42]1([CH2:47][CH2:48][NH:49][C:13](=[O:15])[C:12]2[CH:11]=[CH:10][C:9]([B:4]3[O:5][C:6]([CH3:7])([CH3:8])[C:2]([CH3:1])([CH3:18])[O:3]3)=[CH:17][CH:16]=2)[CH2:46][CH2:45][CH2:44][CH2:43]1.